This data is from Full USPTO retrosynthesis dataset with 1.9M reactions from patents (1976-2016). The task is: Predict the reactants needed to synthesize the given product. (1) Given the product [NH2:28][C:3]1[C:4]2[N:14]=[CH:13][N:12]([CH2:15][CH2:16][O:17][CH2:18][CH2:19][NH:20][C:21](=[O:27])[O:22][C:23]([CH3:26])([CH3:25])[CH3:24])[C:5]=2[C:6]2[CH:7]=[CH:8][CH:9]=[CH:10][C:11]=2[N:2]=1, predict the reactants needed to synthesize it. The reactants are: [O-][N+:2]1[C:11]2[CH:10]=[CH:9][CH:8]=[CH:7][C:6]=2[C:5]2[N:12]([CH2:15][CH2:16][O:17][CH2:18][CH2:19][NH:20][C:21](=[O:27])[O:22][C:23]([CH3:26])([CH3:25])[CH3:24])[CH:13]=[N:14][C:4]=2[CH:3]=1.[NH4+:28].[OH-].C1(C)C=CC(S(Cl)(=O)=O)=CC=1.C(Cl)Cl. (2) Given the product [CH3:8][C:5]1[N:6]=[CH:7][C:2](/[CH:33]=[CH:32]/[C:31]([O:35][C:36]([CH3:39])([CH3:38])[CH3:37])=[O:34])=[CH:3][CH:4]=1, predict the reactants needed to synthesize it. The reactants are: Br[C:2]1[CH:3]=[CH:4][C:5]([CH3:8])=[N:6][CH:7]=1.CC1C=CC=CC=1P(C1C=CC=CC=1C)C1C=CC=CC=1C.[C:31]([O:35][C:36]([CH3:39])([CH3:38])[CH3:37])(=[O:34])[CH:32]=[CH2:33].CCN(CC)CC.